From a dataset of Forward reaction prediction with 1.9M reactions from USPTO patents (1976-2016). Predict the product of the given reaction. (1) Given the reactants [NH2:1][C:2]1[CH:14]=[C:13]([C:15]2[CH:20]=[CH:19][CH:18]=[CH:17][CH:16]=2)[CH:12]=[CH:11][C:3]=1[C:4]([O:6][C:7]([CH3:10])([CH3:9])[CH3:8])=[O:5].C(=O)([O-])[O-].[Cs+].[Cs+].Br[C:28]1[CH:36]=[CH:35][C:31]([N:32]([CH3:34])[CH3:33])=[CH:30][CH:29]=1.C1(P(C2CCCCC2)C2C=CC=CC=2C2C(C(C)C)=CC(C(C)C)=CC=2C(C)C)CCCCC1.C(O)(=O)CC(CC(O)=O)(C(O)=O)O, predict the reaction product. The product is: [CH3:33][N:32]([CH3:34])[C:31]1[CH:35]=[CH:36][C:28]([NH:1][C:2]2[CH:14]=[C:13]([C:15]3[CH:16]=[CH:17][CH:18]=[CH:19][CH:20]=3)[CH:12]=[CH:11][C:3]=2[C:4]([O:6][C:7]([CH3:10])([CH3:9])[CH3:8])=[O:5])=[CH:29][CH:30]=1. (2) The product is: [NH2:24][C:8]1[N:7]=[C:6]([NH:5][CH2:1][CH2:2][CH2:3][CH3:4])[N:14]=[C:13]2[C:9]=1[NH:10][C:11](=[O:22])[N:12]2[CH2:15][CH2:16][CH:17]1[CH2:21][CH2:20][CH2:19][O:18]1. Given the reactants [CH2:1]([NH:5][C:6]1[N:14]=[C:13]2[C:9]([N:10]=[C:11]([O:22]C)[N:12]2[CH2:15][CH2:16][CH:17]2[CH2:21][CH2:20][CH2:19][O:18]2)=[C:8]([NH2:24])[N:7]=1)[CH2:2][CH2:3][CH3:4].Cl.[OH-].[Na+].C(=O)([O-])O.[Na+], predict the reaction product. (3) Given the reactants [CH2:1]([O:3][C:4]([C:6]1[NH:7][C:8]2[C:13]([CH:14]=1)=[CH:12][C:11]([C:15]1[CH:20]=[CH:19][C:18]([C:21]([CH3:24])([CH3:23])[CH3:22])=[CH:17][CH:16]=1)=[CH:10][CH:9]=2)=[O:5])[CH3:2].[O-]P([O-])([O-])=O.[K+].[K+].[K+].CNCCNC.Br[C:40]1[CH:45]=[CH:44][C:43]([O:46][CH:47]([CH3:49])[CH3:48])=[CH:42][CH:41]=1, predict the reaction product. The product is: [CH2:1]([O:3][C:4]([C:6]1[N:7]([C:40]2[CH:45]=[CH:44][C:43]([O:46][CH:47]([CH3:49])[CH3:48])=[CH:42][CH:41]=2)[C:8]2[C:13]([CH:14]=1)=[CH:12][C:11]([C:15]1[CH:16]=[CH:17][C:18]([C:21]([CH3:23])([CH3:22])[CH3:24])=[CH:19][CH:20]=1)=[CH:10][CH:9]=2)=[O:5])[CH3:2]. (4) Given the reactants Br[C:2]1[CH:6]=[CH:5][S:4][CH:3]=1.[CH3:7][CH:8]([CH3:13])[CH:9]([OH:12])[CH:10]=[CH2:11].[I-].[Na+].C(=O)(O)[O-].[Na+].C1(P(C2C=CC=CC=2)C2C=CC=CC=2)C=CC=CC=1, predict the reaction product. The product is: [CH3:7][CH:8]([CH3:13])[C:9](=[O:12])[CH2:10][CH2:11][C:2]1[CH:6]=[CH:5][S:4][CH:3]=1. (5) Given the reactants CO[C:3]([C:5]1[C:6]([OH:35])=[C:7]2[C:12](=[C:13]([C:15]3[CH:20]=[CH:19][CH:18]=[CH:17][N:16]=3)[N:14]=1)[N:11]([CH2:21][C:22]1[CH:27]=[CH:26][CH:25]=[CH:24][CH:23]=1)[C:10](=[O:28])[C:9]([C:29]1[CH:34]=[CH:33][CH:32]=[CH:31][CH:30]=1)=[CH:8]2)=[O:4].[OH-].[Na+].C1C=CC2N(O)N=[N:44][C:42]=2C=1.C(Cl)CCl.CCN(C(C)C)C(C)C.C[CH2:62][O:63][C:64]([CH3:66])=[O:65], predict the reaction product. The product is: [CH3:62][O:63][C:64](=[O:65])[CH2:66][CH2:42][NH:44][C:3]([C:5]1[C:6]([OH:35])=[C:7]2[C:12](=[C:13]([C:15]3[CH:20]=[CH:19][CH:18]=[CH:17][N:16]=3)[N:14]=1)[N:11]([CH2:21][C:22]1[CH:27]=[CH:26][CH:25]=[CH:24][CH:23]=1)[C:10](=[O:28])[C:9]([C:29]1[CH:30]=[CH:31][CH:32]=[CH:33][CH:34]=1)=[CH:8]2)=[O:4]. (6) Given the reactants [C:1]([C:4]12[CH2:11][CH2:10][C:7]([NH:12][CH2:13][C:14]([N:16]3[CH2:20][C@@H:19]([F:21])[CH2:18][C@H:17]3[C:22]#[N:23])=[O:15])([CH2:8][CH2:9]1)[CH2:6][CH2:5]2)([OH:3])=O.[CH2:24]([O:26][C:27](=[O:36])[CH2:28][S:29][C:30]1[S:31][C:32]([NH2:35])=[N:33][N:34]=1)[CH3:25], predict the reaction product. The product is: [CH2:24]([O:26][C:27]([CH2:28][S:29][C:30]1[S:31][C:32]([NH:35][C:1]([C:4]23[CH2:5][CH2:6][C:7]([NH:12][CH2:13][C:14]([N:16]4[CH2:20][C@@H:19]([F:21])[CH2:18][C@H:17]4[C:22]#[N:23])=[O:15])([CH2:10][CH2:11]2)[CH2:8][CH2:9]3)=[O:3])=[N:33][N:34]=1)=[O:36])[CH3:25]. (7) The product is: [C:13]([OH:25])(=[O:24])[CH2:14][C:15]([CH2:20][C:21]([OH:23])=[O:22])([C:17]([OH:19])=[O:18])[OH:16].[O:1]=[C:2]1[O:8][C@H:7]([C@H:9]([CH2:11][OH:12])[OH:10])[C:5]([OH:6])=[C:3]1[OH:4]. Given the reactants [O:1]=[C:2]1[O:8][C@H:7]([C@H:9]([CH2:11][OH:12])[OH:10])[C:5]([OH:6])=[C:3]1[OH:4].[C:13]([OH:25])(=[O:24])[CH2:14][C:15]([CH2:20][C:21]([OH:23])=[O:22])([C:17]([OH:19])=[O:18])[OH:16], predict the reaction product. (8) The product is: [CH3:17][C:7]1[CH:12]=[CH:11][C:10]([S:13]([O:6][CH2:1][CH2:2][CH:3]([OH:5])[CH3:4])(=[O:15])=[O:14])=[CH:9][CH:8]=1. Given the reactants [CH2:1]([OH:6])[CH2:2][CH:3]([OH:5])[CH3:4].[C:7]1([CH3:17])[CH:12]=[CH:11][C:10]([S:13](Cl)(=[O:15])=[O:14])=[CH:9][CH:8]=1, predict the reaction product. (9) Given the reactants [SH:1][CH2:2][C:3]([NH2:5])=[O:4].[CH2:6]([O:13][CH2:14][C@@H:15]([CH3:34])[CH2:16][C:17]1[N:22]=[C:21](Cl)[C:20]([C:24]#[N:25])=[C:19]([C:26]2[CH:31]=[CH:30][C:29]([Cl:32])=[C:28]([Cl:33])[CH:27]=2)[N:18]=1)[C:7]1[CH:12]=[CH:11][CH:10]=[CH:9][CH:8]=1.C([O-])([O-])=O.[K+].[K+], predict the reaction product. The product is: [NH2:25][C:24]1[C:20]2[C:19]([C:26]3[CH:31]=[CH:30][C:29]([Cl:32])=[C:28]([Cl:33])[CH:27]=3)=[N:18][C:17]([CH2:16][C@H:15]([CH3:34])[CH2:14][O:13][CH2:6][C:7]3[CH:8]=[CH:9][CH:10]=[CH:11][CH:12]=3)=[N:22][C:21]=2[S:1][C:2]=1[C:3]([NH2:5])=[O:4]. (10) The product is: [C:9]([O:13][C:14]([N:16]1[CH2:21][CH2:20][CH:19]([NH:1][C:2]2[CH:7]=[CH:6][CH:5]=[CH:4][C:3]=2[OH:8])[CH2:18][CH2:17]1)=[O:15])([CH3:12])([CH3:10])[CH3:11]. Given the reactants [NH2:1][C:2]1[CH:7]=[CH:6][CH:5]=[CH:4][C:3]=1[OH:8].[C:9]([O:13][C:14]([N:16]1[CH2:21][CH2:20][C:19](=O)[CH2:18][CH2:17]1)=[O:15])([CH3:12])([CH3:11])[CH3:10].C(O[BH-](OC(=O)C)OC(=O)C)(=O)C.[Na+].C(O)(=O)C.C([O-])(O)=O.[Na+], predict the reaction product.